Dataset: Reaction yield outcomes from USPTO patents with 853,638 reactions. Task: Predict the reaction yield, written as a fraction of the theoretical maximum amount of product (1.0 means a 100% yield; for example, 0.34 means a 34% yield). (1) The reactants are I[CH3:2].[Cl:3][C:4]1[CH:27]=[CH:26][C:7]([C:8]([C:10]2[CH:11]=[C:12]3[C:17](=[CH:18][CH:19]=2)[NH:16][C:15](=[O:20])[CH:14]=[C:13]3[C:21]2[S:22][CH:23]=[CH:24][CH:25]=2)=[O:9])=[CH:6][CH:5]=1.O. The catalyst is [Cl-].C([N+](CC)(CC)CC)C1C=CC=CC=1.C1COCC1.[OH-].[Na+]. The product is [Cl:3][C:4]1[CH:5]=[CH:6][C:7]([C:8]([C:10]2[CH:11]=[C:12]3[C:17](=[CH:18][CH:19]=2)[N:16]([CH3:2])[C:15](=[O:20])[CH:14]=[C:13]3[C:21]2[S:22][CH:23]=[CH:24][CH:25]=2)=[O:9])=[CH:26][CH:27]=1. The yield is 0.660. (2) The reactants are [Li][CH2:2]CCC.[F:6][C:7]1[CH:33]=[CH:32][C:10]([C:11]([C:13]2[CH:14]=[N:15][C:16]([N:19]3[CH2:24][CH2:23][N:22]([C:25]([O:27][C:28]([CH3:31])([CH3:30])[CH3:29])=[O:26])[CH2:21][CH2:20]3)=[N:17][CH:18]=2)=O)=[CH:9][CH:8]=1. The catalyst is [Br-].C[P+](C1C=CC=CC=1)(C1C=CC=CC=1)C1C=CC=CC=1.C1COCC1. The product is [F:6][C:7]1[CH:33]=[CH:32][C:10]([C:11]([C:13]2[CH:14]=[N:15][C:16]([N:19]3[CH2:24][CH2:23][N:22]([C:25]([O:27][C:28]([CH3:31])([CH3:30])[CH3:29])=[O:26])[CH2:21][CH2:20]3)=[N:17][CH:18]=2)=[CH2:2])=[CH:9][CH:8]=1. The yield is 0.930. (3) The reactants are [C:1]([CH2:3][C:4](OCC)=O)#[N:2].[CH2:9]([NH:16][CH2:17][CH2:18][NH2:19])[C:10]1[CH:15]=[CH:14][CH:13]=[CH:12][CH:11]=1. The catalyst is CC1C=CC=CC=1C. The product is [CH2:9]([N:16]1[CH2:17][CH2:18][N:19]=[C:4]1[CH2:3][C:1]#[N:2])[C:10]1[CH:15]=[CH:14][CH:13]=[CH:12][CH:11]=1. The yield is 0.210. (4) The reactants are [O:1]=[C:2]1[N:6]([C:7]2[CH:8]=[CH:9][C:10]3[O:15][CH2:14][C:13](=[O:16])[NH:12][C:11]=3[CH:17]=2)[CH2:5][CH:4](C(O)=O)[CH2:3]1.C1(P(N=[N+]=[N-])(C2C=CC=CC=2)=[O:28])C=CC=CC=1.C([N:40]([CH2:43]C)CC)C.[C:45]([OH:49])([CH3:48])([CH3:47])[CH3:46]. No catalyst specified. The product is [C:45]([O:49][C:43](=[O:28])[NH:40][CH:4]1[CH2:3][C:2](=[O:1])[N:6]([C:7]2[CH:8]=[CH:9][C:10]3[O:15][CH2:14][C:13](=[O:16])[NH:12][C:11]=3[CH:17]=2)[CH2:5]1)([CH3:48])([CH3:47])[CH3:46]. The yield is 0.610.